Dataset: Full USPTO retrosynthesis dataset with 1.9M reactions from patents (1976-2016). Task: Predict the reactants needed to synthesize the given product. (1) Given the product [C:18]([C:22]1[CH:27]=[CH:26][C:25]([S:28]([NH:1][C:2]2[CH:7]=[CH:6][C:5]([Cl:8])=[CH:4][C:3]=2[C:9](=[O:10])[C:11]2[CH:16]=[CH:15][C:14]([F:17])=[CH:13][CH:12]=2)(=[O:30])=[O:29])=[CH:24][CH:23]=1)([CH3:21])([CH3:19])[CH3:20], predict the reactants needed to synthesize it. The reactants are: [NH2:1][C:2]1[CH:7]=[CH:6][C:5]([Cl:8])=[CH:4][C:3]=1[C:9]([C:11]1[CH:16]=[CH:15][C:14]([F:17])=[CH:13][CH:12]=1)=[O:10].[C:18]([C:22]1[CH:27]=[CH:26][C:25]([S:28](Cl)(=[O:30])=[O:29])=[CH:24][CH:23]=1)([CH3:21])([CH3:20])[CH3:19]. (2) Given the product [OH:8][C:9]1[CH:26]=[CH:25][C:24]2[C@@H:23]3[C@H:14]([C@H:15]4[C@@:19]([CH2:21][C@@H:22]3[CH2:27][CH2:28][CH2:29][CH2:53][CH2:52][CH2:51][CH2:50][CH2:49][CH:43]([CH2:42][CH2:41][CH2:40][C:39]([F:38])([F:66])[C:56]([F:64])([F:65])[C:57]([F:63])([F:62])[C:58]([F:61])([F:59])[F:60])[C:44]([OH:46])=[O:45])([CH3:20])[C@@H:18]([OH:30])[CH2:17][CH2:16]4)[CH2:13][CH2:12][C:11]=2[CH:10]=1, predict the reactants needed to synthesize it. The reactants are: C([O:8][C:9]1[CH:26]=[CH:25][C:24]2[C:23]3[C@H:14]([C@H:15]4[C@@:19]([CH2:21][C:22]=3[CH2:27][CH:28]=[CH2:29])([CH3:20])[C@@H:18]([O:30]CC3C=CC=CC=3)[CH2:17][CH2:16]4)[CH2:13][CH2:12][C:11]=2[CH:10]=1)C1C=CC=CC=1.[F:38][C:39]([F:66])([C:56]([F:65])([F:64])[C:57]([F:63])([F:62])[C:58]([F:61])([F:60])[F:59])[CH2:40][CH2:41][CH2:42][CH:43]([CH2:49][CH2:50][CH2:51][CH2:52][CH2:53]C=C)[C:44]([O:46]CC)=[O:45]. (3) Given the product [CH2:16]([O:15][C:14]1[CH:13]=[CH:12][C:9]([CH2:10][NH2:11])=[CH:8][C:7]=1[C:23]1[CH:24]=[CH:25][N:20]=[CH:21][CH:22]=1)[CH2:17][CH2:18][CH3:19], predict the reactants needed to synthesize it. The reactants are: C([O-])(O)=O.[Na+].Br[C:7]1[CH:8]=[C:9]([CH:12]=[CH:13][C:14]=1[O:15][CH2:16][CH2:17][CH2:18][CH3:19])[CH2:10][NH2:11].[N:20]1[CH:25]=[CH:24][C:23](B(O)O)=[CH:22][CH:21]=1.Cl.